Dataset: Full USPTO retrosynthesis dataset with 1.9M reactions from patents (1976-2016). Task: Predict the reactants needed to synthesize the given product. (1) The reactants are: I[C:2]1[CH:7]=[CH:6][N:5]=[CH:4][C:3]=1[N:8]([CH3:25])[C:9](=[O:24])[C:10]1[CH:15]=[C:14]([C:16]([F:19])([F:18])[F:17])[CH:13]=[C:12]([C:20]([F:23])([F:22])[F:21])[CH:11]=1.[F:26][C:27]([F:40])([F:39])[CH2:28][O:29][C:30]1[C:35](B(O)O)=[CH:34][CH:33]=[CH:32][N:31]=1. Given the product [CH3:25][N:8]([C:3]1[CH:4]=[N:5][CH:6]=[CH:7][C:2]=1[C:35]1[C:30]([O:29][CH2:28][C:27]([F:39])([F:26])[F:40])=[N:31][CH:32]=[CH:33][CH:34]=1)[C:9](=[O:24])[C:10]1[CH:15]=[C:14]([C:16]([F:19])([F:18])[F:17])[CH:13]=[C:12]([C:20]([F:23])([F:22])[F:21])[CH:11]=1, predict the reactants needed to synthesize it. (2) Given the product [C:1]([O:5][C:6](=[O:49])[NH:7][CH2:8][CH2:9][NH:10][C:11]([CH:13]1[CH2:18][CH2:17][CH2:16][N:15]([C:19]2[CH:24]=[C:23]([C:25]3[CH:30]=[CH:29][CH:28]=[CH:27][C:26]=3[OH:31])[N:22]=[C:21]([NH:39][C:40]([C:42]3[O:43][CH:44]=[CH:45][CH:46]=3)=[O:41])[C:20]=2[C:47]#[N:48])[CH2:14]1)=[O:12])([CH3:4])([CH3:2])[CH3:3], predict the reactants needed to synthesize it. The reactants are: [C:1]([O:5][C:6](=[O:49])[NH:7][CH2:8][CH2:9][NH:10][C:11]([CH:13]1[CH2:18][CH2:17][CH2:16][N:15]([C:19]2[CH:24]=[C:23]([C:25]3[CH:30]=[CH:29][CH:28]=[CH:27][C:26]=3[O:31]CC3C=CC=CC=3)[N:22]=[C:21]([NH:39][C:40]([C:42]3[O:43][CH:44]=[CH:45][CH:46]=3)=[O:41])[C:20]=2[C:47]#[N:48])[CH2:14]1)=[O:12])([CH3:4])([CH3:3])[CH3:2].C(OCC)(=O)C.[H][H]. (3) Given the product [Cl:19][C:12]1[N:11]=[C:10]([Cl:29])[C:9]2[C:14](=[CH:15][CH:16]=[C:7]([N:1]3[CH2:6][CH2:5][CH2:4][CH2:3][CH2:2]3)[CH:8]=2)[N:13]=1, predict the reactants needed to synthesize it. The reactants are: [N:1]1([C:7]2[CH:8]=[C:9]3[C:14](=[CH:15][CH:16]=2)[NH:13][C:12](=O)[NH:11][C:10]3=O)[CH2:6][CH2:5][CH2:4][CH2:3][CH2:2]1.[ClH:19].C(N(CC)CC)C.O=P(Cl)(Cl)[Cl:29]. (4) Given the product [Si:1]([O:8][C@@H:9]1[C@@:36]2([CH3:37])[C:13](=[CH:14][CH:15]=[C:16]3[C@@H:35]2[CH2:34][CH2:33][C@@:32]2([CH3:38])[C@H:17]3[CH2:18][CH2:19][C@@H:20]2[C@@H:21]([O:23][CH2:24][C:25]([OH:27])=[O:26])[CH3:22])[CH2:12][C@@H:11]([O:39][Si:40]([C:43]([CH3:44])([CH3:46])[CH3:45])([CH3:41])[CH3:42])[CH2:10]1)([C:4]([CH3:7])([CH3:6])[CH3:5])([CH3:3])[CH3:2], predict the reactants needed to synthesize it. The reactants are: [Si:1]([O:8][C@@H:9]1[C@@:36]2([CH3:37])[C:13](=[CH:14][CH:15]=[C:16]3[C@@H:35]2[CH2:34][CH2:33][C@@:32]2([CH3:38])[C@H:17]3[CH2:18][CH2:19][C@@H:20]2[C@@H:21]([O:23][CH2:24][C:25]([O:27]C(C)(C)C)=[O:26])[CH3:22])[CH2:12][C@@H:11]([O:39][Si:40]([C:43]([CH3:46])([CH3:45])[CH3:44])([CH3:42])[CH3:41])[CH2:10]1)([C:4]([CH3:7])([CH3:6])[CH3:5])([CH3:3])[CH3:2].CO.C[O-].[Na+].O. (5) Given the product [F:1][C:2]1[CH:7]=[C:6]([F:8])[CH:5]=[C:4]([F:9])[C:3]=1[C:10]1[C:16]([OH:18])=[N:34][C:35]2[N:36]([N:37]=[CH:38][N:39]=2)[C:11]=1[OH:12], predict the reactants needed to synthesize it. The reactants are: [F:1][C:2]1[CH:7]=[C:6]([F:8])[CH:5]=[C:4]([F:9])[C:3]=1[CH:10]([C:16]([O:18]CC)=O)[C:11](OCC)=[O:12].C(N(CCCC)CCCC)CCC.[NH2:34][C:35]1[N:39]=[CH:38][NH:37][N:36]=1. (6) Given the product [CH3:42][O:43][C:44]([C:46]1[O:50][N:49]=[C:48]([O:22][CH2:21][CH:13]2[CH:14]3[CH:15]([O:16][C:17]([CH3:19])([CH3:20])[O:18]3)[CH:11]([N:6]3[CH:5]=[N:4][C:3]4[C:7]3=[N:8][CH:9]=[N:10][C:2]=4[Cl:1])[O:12]2)[CH:47]=1)=[O:45], predict the reactants needed to synthesize it. The reactants are: [Cl:1][C:2]1[N:10]=[CH:9][N:8]=[C:7]2[C:3]=1[N:4]=[CH:5][N:6]2[CH:11]1[CH:15]2[O:16][C:17]([CH3:20])([CH3:19])[O:18][CH:14]2[CH:13]([CH2:21][OH:22])[O:12]1.C1(P(C2C=CC=CC=2)C2C=CC=CC=2)C=CC=CC=1.[CH3:42][O:43][C:44]([C:46]1[O:50][N:49]=[C:48](O)[CH:47]=1)=[O:45].CCOC(/N=N/C(OCC)=O)=O.